This data is from Reaction yield outcomes from USPTO patents with 853,638 reactions. The task is: Predict the reaction yield, written as a fraction of the theoretical maximum amount of product (1.0 means a 100% yield; for example, 0.34 means a 34% yield). (1) The reactants are Cl[C:2]1[S:10][C:9]2[C:8]([C:11]([C:13]3[S:14][CH:15]=[CH:16][CH:17]=3)=[O:12])=[N:7][C:6]([NH:18][CH2:19][C:20]3[CH:21]=[N:22][CH:23]=[CH:24][CH:25]=3)=[N:5][C:4]=2[CH:3]=1.[N:26]1[CH:31]=[CH:30][CH:29]=[C:28]([CH2:32][NH2:33])[CH:27]=1.Cl. The catalyst is CC(N(C)C)=O. The product is [N:26]1[CH:31]=[CH:30][CH:29]=[C:28]([CH2:32][NH:33][C:2]2[S:10][C:9]3[C:8]([C:11]([C:13]4[S:14][CH:15]=[CH:16][CH:17]=4)=[O:12])=[N:7][C:6]([NH:18][CH2:19][C:20]4[CH:21]=[N:22][CH:23]=[CH:24][CH:25]=4)=[N:5][C:4]=3[CH:3]=2)[CH:27]=1. The yield is 0.590. (2) The yield is 0.500. The catalyst is O1CCOCC1.O.C1C=CC([P]([Pd]([P](C2C=CC=CC=2)(C2C=CC=CC=2)C2C=CC=CC=2)([P](C2C=CC=CC=2)(C2C=CC=CC=2)C2C=CC=CC=2)[P](C2C=CC=CC=2)(C2C=CC=CC=2)C2C=CC=CC=2)(C2C=CC=CC=2)C2C=CC=CC=2)=CC=1. The reactants are Br[C:2]1[CH:3]=[C:4]([N:22]([CH2:29][CH3:30])[CH:23]2[CH2:28][CH2:27][O:26][CH2:25][CH2:24]2)[C:5]([CH3:21])=[C:6]([CH:20]=1)[C:7]([NH:9][CH2:10][C:11]1[C:12](=[O:19])[NH:13][C:14]([CH3:18])=[CH:15][C:16]=1[CH3:17])=[O:8].[CH3:31][N:32]1[CH:36]=[C:35](B(O)O)[CH:34]=[N:33]1.C([O-])([O-])=O.[Na+].[Na+]. The product is [CH3:17][C:16]1[CH:15]=[C:14]([CH3:18])[NH:13][C:12](=[O:19])[C:11]=1[CH2:10][NH:9][C:7](=[O:8])[C:6]1[CH:20]=[CH:2][C:3]([C:35]2[CH:34]=[N:33][N:32]([CH3:31])[CH:36]=2)=[C:4]([N:22]([CH2:29][CH3:30])[CH:23]2[CH2:28][CH2:27][O:26][CH2:25][CH2:24]2)[C:5]=1[CH3:21]. (3) The reactants are [Cl-:1].[NH3+:2][CH2:3][CH2:4][CH2:5][CH2:6][C:7]([C:9]1[CH:10]=[NH+:11][CH:12]=[CH:13][CH:14]=1)=O.[Cl-].[O:16]([C:23]1[CH:30]=[CH:29][C:26]([CH:27]=O)=[CH:25][N:24]=1)[C:17]1[CH:22]=[CH:21][CH:20]=[CH:19][CH:18]=1. The catalyst is C(O)(C)C. The product is [ClH:1].[ClH:1].[O:16]([C:23]1[CH:30]=[CH:29][C:26]([CH:27]=[C:6]2[CH2:5][CH2:4][CH2:3][N:2]=[C:7]2[C:9]2[CH:10]=[N:11][CH:12]=[CH:13][CH:14]=2)=[CH:25][N:24]=1)[C:17]1[CH:22]=[CH:21][CH:20]=[CH:19][CH:18]=1. The yield is 0.730. (4) The reactants are [Cl:1][C:2]1[CH:7]=[CH:6][C:5]([CH2:8][C:9]#[N:10])=[CH:4][CH:3]=1.Br[CH2:12][CH2:13][CH2:14][CH2:15]Br.C1(C2(C#N)CCCC2)C=CC=CC=1. No catalyst specified. The product is [Cl:1][C:2]1[CH:7]=[CH:6][C:5]([C:8]2([C:9]#[N:10])[CH2:15][CH2:14][CH2:13][CH2:12]2)=[CH:4][CH:3]=1. The yield is 0.940. (5) The reactants are C(C(CCCCCCCCCCCC)CN=[C:14]([C:16]1[C:25]2[C:24]([C:26]([OH:28])=[O:27])=[C:23]([Br:29])[C:22]([Br:30])=[C:21]([C:31]([OH:33])=[O:32])[C:20]=2[C:19]([C:34](=[N:36][CH2:37][CH:38](CCCCCCCCCC)CCCCCCCCCCCC)[OH:35])=[C:18]([Br:61])[C:17]=1[Br:62])[OH:15])CCCCCCCCC.[CH2:75]([CH:81]([CH2:85][CH2:86][CH2:87][CH2:88][CH2:89][CH2:90][CH2:91][CH3:92])[CH2:82][CH2:83][NH2:84])[CH2:76][CH2:77][CH2:78][CH2:79][CH3:80]. No catalyst specified. The product is [CH2:75]([CH:81]([CH2:85][CH2:86][CH2:87][CH2:88][CH2:89][CH2:90][CH2:91][CH3:92])[CH2:82][CH2:83][N:84]=[C:14]([C:16]1[C:25]2[C:24]([C:26]([OH:28])=[O:27])=[C:23]([Br:29])[C:22]([Br:30])=[C:21]([C:31]([OH:33])=[O:32])[C:20]=2[C:19]([C:34](=[N:36][CH2:37][CH2:38][CH:81]([CH2:75][CH2:76][CH2:77][CH2:78][CH2:79][CH3:80])[CH2:85][CH2:86][CH2:87][CH2:88][CH2:89][CH2:90][CH2:91][CH3:92])[OH:35])=[C:18]([Br:61])[C:17]=1[Br:62])[OH:15])[CH2:76][CH2:77][CH2:78][CH2:79][CH3:80]. The yield is 0.310. (6) The reactants are [CH3:1][CH:2]1[C:8](=O)[CH2:7][CH:6]2[N:10]([C:11]3[C:20]4[C:15](=[CH:16][CH:17]=[CH:18][CH:19]=4)[C:14]([C:21]#[N:22])=[CH:13][CH:12]=3)[CH:3]1[CH2:4][CH2:5]2.C1(C)C=CC(S(NN)(=O)=O)=CC=1.C([BH3-])#N.[Na+].S1(CCCC1)(=O)=O.C1(C)C=CC(S(O)(=O)=O)=CC=1. The catalyst is C(O)C.O.C1CCCCC1.CN(C)C=O. The product is [CH3:1][CH:2]1[CH2:8][CH2:7][CH:6]2[N:10]([C:11]3[C:20]4[C:15](=[CH:16][CH:17]=[CH:18][CH:19]=4)[C:14]([C:21]#[N:22])=[CH:13][CH:12]=3)[CH:3]1[CH2:4][CH2:5]2. The yield is 0.220.